From a dataset of Forward reaction prediction with 1.9M reactions from USPTO patents (1976-2016). Predict the product of the given reaction. (1) The product is: [NH2:1][C:2]1[S:3][C:4]([C:13]2[CH:18]=[CH:17][N:16]=[C:15]([NH:19][C:20]3[CH:25]=[CH:24][CH:23]=[C:22]([CH2:26][OH:27])[CH:21]=3)[N:14]=2)=[C:5]([C:7]2[CH:12]=[CH:11][CH:10]=[CH:9][CH:8]=2)[N:6]=1. Given the reactants [NH2:1][C:2]1[S:3][C:4]([C:13]2[CH:18]=[CH:17][N:16]=[C:15]([NH:19][C:20]3[CH:25]=[CH:24][CH:23]=[C:22]([C:26](OC)=[O:27])[CH:21]=3)[N:14]=2)=[C:5]([C:7]2[CH:12]=[CH:11][CH:10]=[CH:9][CH:8]=2)[N:6]=1.[Cl-].[NH4+], predict the reaction product. (2) Given the reactants [Cl:1][C:2]1[CH:7]=[CH:6][CH:5]=[C:4]([O:8][CH3:9])[C:3]=1[C:10]1[CH:15]=[CH:14][CH:13]=[CH:12][C:11]=1Cl.ClC1C=CC=C(OC)C=1B(O)O.[F:29][C:30]([F:39])([F:38])C1C=CC=CC=1Br, predict the reaction product. The product is: [Cl:1][C:2]1[C:3]([C:10]2[CH:15]=[CH:14][CH:13]=[CH:12][C:11]=2[C:30]([F:39])([F:38])[F:29])=[C:4]([O:8][CH3:9])[CH:5]=[CH:6][CH:7]=1. (3) Given the reactants CC1(C)[O:9][C:8](=[O:10])[C:5]2([CH2:7][CH2:6]2)[C:4](=[O:11])O1.[CH:13]1([CH2:19][NH2:20])[CH2:18][CH2:17][CH2:16][CH2:15][CH2:14]1, predict the reaction product. The product is: [CH:13]1([CH2:19][N:20]2[CH2:6][CH2:7][CH:5]([C:8]([OH:9])=[O:10])[C:4]2=[O:11])[CH2:18][CH2:17][CH2:16][CH2:15][CH2:14]1. (4) Given the reactants [C:1]1([CH:7]([C:31]2[CH:36]=[CH:35][CH:34]=[CH:33][CH:32]=2)[N:8]2[C:16]3[C:11](=[C:12]([F:17])[CH:13]=[CH:14][CH:15]=3)[C:10](O)([C:18]3[C:27]([OH:28])=[CH:26][C:21]4[O:22][CH2:23][CH2:24][O:25][C:20]=4[CH:19]=3)[C:9]2=[O:30])[CH:6]=[CH:5][CH:4]=[CH:3][CH:2]=1.FC(F)(F)C(O)=O.C([SiH](CC)CC)C, predict the reaction product. The product is: [C:31]1([CH:7]([C:1]2[CH:2]=[CH:3][CH:4]=[CH:5][CH:6]=2)[N:8]2[C:16]3[C:11](=[C:12]([F:17])[CH:13]=[CH:14][CH:15]=3)[CH:10]([C:18]3[C:27]([OH:28])=[CH:26][C:21]4[O:22][CH2:23][CH2:24][O:25][C:20]=4[CH:19]=3)[C:9]2=[O:30])[CH:32]=[CH:33][CH:34]=[CH:35][CH:36]=1. (5) Given the reactants Cl.C(N[C:6](=[CH:10][C:11]1[CH:16]=[CH:15][C:14]([Cl:17])=[C:13]([Cl:18])[CH:12]=1)[C:7]([OH:9])=[O:8])(=O)C.[OH2:19].C1(C)C=CC=CC=1, predict the reaction product. The product is: [Cl:18][C:13]1[CH:12]=[C:11]([CH2:10][C:6](=[O:19])[C:7]([OH:9])=[O:8])[CH:16]=[CH:15][C:14]=1[Cl:17]. (6) The product is: [OH:2][CH2:1][C:3]1[CH:8]=[CH:7][C:6]([CH2:9][N:10]([C:25]2[CH:26]=[CH:27][C:28]([CH:31]([CH3:33])[CH3:32])=[CH:29][CH:30]=2)[C:11]([CH:13]2[C:22]3[C:17](=[CH:18][CH:19]=[C:20]([O:23][CH3:24])[CH:21]=3)[CH2:16][CH2:15][CH2:14]2)=[O:12])=[CH:5][CH:4]=1. Given the reactants [CH:1]([C:3]1[CH:8]=[CH:7][C:6]([CH2:9][N:10]([C:25]2[CH:30]=[CH:29][C:28]([CH:31]([CH3:33])[CH3:32])=[CH:27][CH:26]=2)[C:11]([CH:13]2[C:22]3[C:17](=[CH:18][CH:19]=[C:20]([O:23][CH3:24])[CH:21]=3)[CH2:16][CH2:15][CH2:14]2)=[O:12])=[CH:5][CH:4]=1)=[O:2].[BH4-].[Na+], predict the reaction product. (7) The product is: [CH2:14]([C:2]1[CH:3]=[C:4]([O:10][CH3:11])[CH:5]=[C:6]([O:8][CH3:9])[CH:7]=1)[CH:13]=[CH2:12]. Given the reactants Br[C:2]1[CH:3]=[C:4]([O:10][CH3:11])[CH:5]=[C:6]([O:8][CH3:9])[CH:7]=1.[CH2:12](B1OC(C)(C)C(C)(C)O1)[CH:13]=[CH2:14], predict the reaction product.